From a dataset of Reaction yield outcomes from USPTO patents with 853,638 reactions. Predict the reaction yield, written as a fraction of the theoretical maximum amount of product (1.0 means a 100% yield; for example, 0.34 means a 34% yield). (1) The reactants are C([O:8][C:9]1[C:14]([CH2:15][N:16]2[CH2:25][CH2:24][C:23]3[C:18](=[C:19]([Cl:30])[C:20]([O:26][CH:27]([F:29])[F:28])=[CH:21][CH:22]=3)[C:17]2=[O:31])=[C:13]([CH3:32])[CH:12]=[C:11]([CH3:33])[N:10]=1)C1C=CC=CC=1.C(O)(C(F)(F)F)=O. The catalyst is C(Cl)Cl. The product is [Cl:30][C:19]1[C:20]([O:26][CH:27]([F:29])[F:28])=[CH:21][CH:22]=[C:23]2[C:18]=1[C:17](=[O:31])[N:16]([CH2:15][C:14]1[C:9](=[O:8])[NH:10][C:11]([CH3:33])=[CH:12][C:13]=1[CH3:32])[CH2:25][CH2:24]2. The yield is 0.670. (2) The reactants are [CH3:1][O:2][C:3]1[C:8]([O:9][CH3:10])=[CH:7][CH:6]=[CH:5][C:4]=1[OH:11].F[C:13]1[CH:18]=[CH:17][C:16]([F:19])=[C:15](F)[C:14]=1[N+:21]([O-:23])=[O:22].[CH3:24][O:25]C1C=CC=CC=1OC1C=C([F:36])C(F)=CC=1N.[CH3:42][O:43][C:44]1[C:59]([O:60][CH3:61])=[CH:58][CH:57]=[CH:56][C:45]=1[O:46][C:47]1[CH:53]=[C:52]([F:54])[C:51]([F:55])=[CH:50][C:48]=1[NH2:49].[NH2:62][C:63]1[S:64][CH:65]=[CH:66][N:67]=1. No catalyst specified. The product is [F:36][C:17]1[C:16]([F:19])=[CH:15][C:14]([N+:21]([O-:23])=[O:22])=[C:13]([O:11][C:4]2[CH:5]=[CH:6][CH:7]=[C:8]([O:9][CH3:10])[C:3]=2[O:2][CH3:1])[CH:18]=1.[F:54][C:52]1[C:51]([F:55])=[CH:50][C:48]([NH:49][C:24]([NH:62][C:63]2[S:64][CH:65]=[CH:66][N:67]=2)=[O:25])=[C:47]([O:46][C:45]2[CH:56]=[CH:57][CH:58]=[C:59]([O:60][CH3:61])[C:44]=2[O:43][CH3:42])[CH:53]=1. The yield is 0.903.